Dataset: Forward reaction prediction with 1.9M reactions from USPTO patents (1976-2016). Task: Predict the product of the given reaction. (1) Given the reactants [NH:1]([CH2:5][CH2:6][OH:7])[CH2:2][CH2:3][OH:4].[C:8](O[C:8]([O:10][C:11]([CH3:14])([CH3:13])[CH3:12])=[O:9])([O:10][C:11]([CH3:14])([CH3:13])[CH3:12])=[O:9], predict the reaction product. The product is: [C:11]([O:10][C:8]([N:1]([CH2:5][CH2:6][OH:7])[CH2:2][CH2:3][OH:4])=[O:9])([CH3:14])([CH3:13])[CH3:12]. (2) The product is: [CH3:13][O:11][C:10]([C:4]1[NH:5][C:6]([CH2:8][CH3:9])=[CH:7][C:3]=1[C:1]#[N:2])=[O:12]. Given the reactants [C:1]([C:3]1[CH:7]=[C:6]([CH2:8][CH3:9])[NH:5][C:4]=1[C:10]([OH:12])=[O:11])#[N:2].[CH3:13][Si](C=[N+]=[N-])(C)C.CCOCC, predict the reaction product. (3) Given the reactants [Br-:1].[CH2:2]([O:14][CH:15]([CH2:34][O:35][CH2:36][CH2:37][CH2:38][CH2:39][CH2:40][CH2:41][CH2:42][CH2:43][CH2:44][CH2:45][CH2:46][CH3:47])[CH2:16][N+:17]([CH3:33])([CH3:32])[CH2:18][CH2:19][CH2:20][N:21]1C(=O)C2C(=CC=CC=2)C1=O)[CH2:3][CH2:4][CH2:5][CH2:6][CH2:7][CH2:8][CH2:9][CH2:10][CH2:11][CH2:12][CH3:13].NN, predict the reaction product. The product is: [Br-:1].[NH2:21][CH2:20][CH2:19][CH2:18][N+:17]([CH3:33])([CH3:32])[CH2:16][CH:15]([O:14][CH2:2][CH2:3][CH2:4][CH2:5][CH2:6][CH2:7][CH2:8][CH2:9][CH2:10][CH2:11][CH2:12][CH3:13])[CH2:34][O:35][CH2:36][CH2:37][CH2:38][CH2:39][CH2:40][CH2:41][CH2:42][CH2:43][CH2:44][CH2:45][CH2:46][CH3:47]. (4) Given the reactants Br[C:2]1[S:3][C:4]([C:7]([O:9][CH3:10])=[O:8])=[CH:5][N:6]=1.[CH2:11]([N:18]1[CH2:23][CH2:22][NH:21][CH2:20][CH2:19]1)[C:12]1[CH:17]=[CH:16][CH:15]=[CH:14][CH:13]=1.C(=O)([O-])[O-].[K+].[K+], predict the reaction product. The product is: [CH3:10][O:9][C:7]([C:4]1[S:3][C:2]([N:21]2[CH2:22][CH2:23][N:18]([CH2:11][C:12]3[CH:13]=[CH:14][CH:15]=[CH:16][CH:17]=3)[CH2:19][CH2:20]2)=[N:6][CH:5]=1)=[O:8]. (5) Given the reactants [NH2:1][CH2:2][CH:3]1[CH2:8][CH2:7][C:6]([N:15]([CH3:17])[CH3:16])([C:9]2[CH:14]=[CH:13][CH:12]=[CH:11][CH:10]=2)[CH2:5][CH2:4]1.[Cl-].COC1N=C(OC)N=C([N+]2(C)CCOCC2)N=1.[Cl:36][C:37]1[CH:38]=[C:39]2[C:43](=[CH:44][CH:45]=1)[NH:42][CH:41]=[C:40]2[CH2:46][CH2:47][CH2:48][CH2:49][CH2:50][C:51]([OH:53])=[O:52].Cl[Si](C)(C)C, predict the reaction product. The product is: [ClH:36].[CH3:16][N:15]([CH3:17])[C:6]1([C:9]2[CH:10]=[CH:11][CH:12]=[CH:13][CH:14]=2)[CH2:5][CH2:4][CH:3]([CH2:2][NH:1][C:51](=[O:52])[CH2:50][CH2:49][CH2:48][CH2:47][CH2:46][C:40]2[C:39]3[C:43](=[CH:44][CH:45]=[C:37]([Cl:36])[CH:38]=3)[NH:42][CH:41]=2)[CH2:8][CH2:7]1.[CH3:16][N:15]([CH3:17])[C:6]1([C:9]2[CH:14]=[CH:13][CH:12]=[CH:11][CH:10]=2)[CH2:7][CH2:8][CH:3]([CH2:2][NH:1][C:51](=[O:53])[CH2:50][CH2:49][CH2:48][CH2:47][CH2:46][C:40]2[C:39]3[C:43](=[CH:44][CH:45]=[C:37]([Cl:36])[CH:38]=3)[NH:42][CH:41]=2)[CH2:4][CH2:5]1. (6) Given the reactants P(Cl)(Cl)(Cl)=O.[Cl:6][C:7]1[CH:8]=[C:9]([C:13](=O)[CH3:14])[CH:10]=[CH:11][CH:12]=1.Cl.NO.[SH:19][CH2:20][C:21]([O:23][CH3:24])=[O:22].C[O-].[Na+].[CH3:28][N:29](C)C=O, predict the reaction product. The product is: [NH2:29][C:28]1[CH:14]=[C:13]([C:9]2[CH:10]=[CH:11][CH:12]=[C:7]([Cl:6])[CH:8]=2)[S:19][C:20]=1[C:21]([O:23][CH3:24])=[O:22]. (7) Given the reactants C[O:2][C:3]([C:5]1([CH2:14][CH3:15])[CH2:10][CH2:9][CH:8]([CH:11]([CH3:13])[CH3:12])[CH2:7][CH2:6]1)=[O:4].[OH-].[K+], predict the reaction product. The product is: [CH2:14]([C:5]1([C:3]([OH:4])=[O:2])[CH2:6][CH2:7][CH:8]([CH:11]([CH3:13])[CH3:12])[CH2:9][CH2:10]1)[CH3:15]. (8) The product is: [CH3:1][N:2]([CH3:12])[C:3]1[N:8]=[CH:7][C:6]([C:14]2[CH:15]=[C:16]3[C:20](=[C:21]([C:23]([NH2:25])=[O:24])[CH:22]=2)[NH:19][CH:18]=[C:17]3[CH:26]2[CH2:27][CH2:28][S:29](=[O:32])(=[O:33])[CH2:30][CH2:31]2)=[CH:5][CH:4]=1. Given the reactants [CH3:1][N:2]([CH3:12])[C:3]1[N:8]=[CH:7][C:6](B(O)O)=[CH:5][CH:4]=1.Br[C:14]1[CH:15]=[C:16]2[C:20](=[C:21]([C:23]([NH2:25])=[O:24])[CH:22]=1)[NH:19][CH:18]=[C:17]2[CH:26]1[CH2:31][CH2:30][S:29](=[O:33])(=[O:32])[CH2:28][CH2:27]1.C(=O)([O-])[O-].[K+].[K+], predict the reaction product. (9) Given the reactants [CH:1]12[O:8][CH:5]([CH2:6][CH2:7]1)[CH2:4][N:3]([C:9]1[N:14]=[C:13]([C:15]3[CH:21]=[CH:20][C:18]([NH2:19])=[CH:17][CH:16]=3)[N:12]=[C:11]3[N:22]([CH3:25])[N:23]=[CH:24][C:10]=13)[CH2:2]2.ClC(Cl)(OC(=O)OC(Cl)(Cl)Cl)Cl.C1(N)CC1.[N:42]([C:45]1[CH:50]=[CH:49]C(C2N=C3N(C)N=CC3=C(N3CC4OC(CC4)C3)N=2)=CC=1)=[C:43]=[O:44], predict the reaction product. The product is: [CH:45]1([NH:42][C:43]([NH:19][C:18]2[CH:20]=[CH:21][C:15]([C:13]3[N:12]=[C:11]4[N:22]([CH3:25])[N:23]=[CH:24][C:10]4=[C:9]([N:3]4[CH2:2][CH:1]5[O:8][CH:5]([CH2:6][CH2:7]5)[CH2:4]4)[N:14]=3)=[CH:16][CH:17]=2)=[O:44])[CH2:50][CH2:49]1.